The task is: Predict the product of the given reaction.. This data is from Forward reaction prediction with 1.9M reactions from USPTO patents (1976-2016). (1) Given the reactants B(F)(F)F.CSC.C[O:9][C:10]1[CH:11]=[C:12]([C:17]2[N:21]([CH2:22][C:23]#[N:24])[N:20]=[CH:19][C:18]=2[C:25]2[CH:30]=[CH:29][N:28]=[C:27]([C:31]3[CH:36]=[CH:35][C:34]([O:37][C:38]4[CH:43]=[CH:42][CH:41]=[CH:40][CH:39]=4)=[CH:33][CH:32]=3)[CH:26]=2)[CH:13]=[C:14]([CH3:16])[CH:15]=1, predict the reaction product. The product is: [OH:9][C:10]1[CH:11]=[C:12]([C:17]2[N:21]([CH2:22][C:23]#[N:24])[N:20]=[CH:19][C:18]=2[C:25]2[CH:30]=[CH:29][N:28]=[C:27]([C:31]3[CH:36]=[CH:35][C:34]([O:37][C:38]4[CH:43]=[CH:42][CH:41]=[CH:40][CH:39]=4)=[CH:33][CH:32]=3)[CH:26]=2)[CH:13]=[C:14]([CH3:16])[CH:15]=1. (2) Given the reactants C(O)(=O)C.[Br:5][C:6]1[CH:11]=[CH:10][C:9]([N+:12]([O-])=O)=[CH:8][C:7]=1[O:15][CH2:16][CH2:17][O:18][C:19]1[CH:24]=[CH:23][CH:22]=[CH:21][CH:20]=1, predict the reaction product. The product is: [Br:5][C:6]1[CH:11]=[CH:10][C:9]([NH2:12])=[CH:8][C:7]=1[O:15][CH2:16][CH2:17][O:18][C:19]1[CH:20]=[CH:21][CH:22]=[CH:23][CH:24]=1.